From a dataset of Forward reaction prediction with 1.9M reactions from USPTO patents (1976-2016). Predict the product of the given reaction. (1) Given the reactants [CH3:1][O:2][CH2:3][CH2:4][OH:5].[H-].[Na+].[NH2:8][C:9]1[C:18]2[C:13](=[C:14](F)[C:15]([N:19]3[C:27]4[CH2:26][C:25]([CH3:29])([CH3:28])[CH2:24][C:23](=[O:30])[C:22]=4[C:21]([CH3:31])=[CH:20]3)=[CH:16][CH:17]=2)[N:12]=[CH:11][N:10]=1, predict the reaction product. The product is: [NH2:8][C:9]1[C:18]2[C:13](=[C:14]([O:5][CH2:4][CH2:3][O:2][CH3:1])[C:15]([N:19]3[C:27]4[CH2:26][C:25]([CH3:29])([CH3:28])[CH2:24][C:23](=[O:30])[C:22]=4[C:21]([CH3:31])=[CH:20]3)=[CH:16][CH:17]=2)[N:12]=[CH:11][N:10]=1. (2) The product is: [CH3:1][O:2][C:3]1[CH:4]=[CH:5][C:6]([N:9]2[C:13]([C:14]3[CH:19]=[CH:18][C:17]([O:20][CH3:21])=[CH:16][CH:15]=3)=[N:12][C:11]([S:22]([CH3:23])=[O:32])=[N:10]2)=[CH:7][CH:8]=1. Given the reactants [CH3:1][O:2][C:3]1[CH:8]=[CH:7][C:6]([N:9]2[C:13]([C:14]3[CH:19]=[CH:18][C:17]([O:20][CH3:21])=[CH:16][CH:15]=3)=[N:12][C:11]([S:22][CH3:23])=[N:10]2)=[CH:5][CH:4]=1.ClC1C=CC=C(C(OO)=[O:32])C=1, predict the reaction product. (3) Given the reactants Cl[C:2]1[C:3]([O:8][C:9]2[CH:14]=[CH:13][C:12]([NH:15][C:16]3[S:17][C:18]4[CH:24]=[CH:23][CH:22]=[CH:21][C:19]=4[N:20]=3)=[CH:11][CH:10]=2)=[N:4][CH:5]=[CH:6][N:7]=1.Cl.[O:26]1[CH2:31][CH2:30][CH2:29][CH:28]([NH2:32])[CH2:27]1.CCN(C(C)C)C(C)C, predict the reaction product. The product is: [O:26]1[CH2:31][CH2:30][CH2:29][CH:28]([NH:32][C:2]2[C:3]([O:8][C:9]3[CH:10]=[CH:11][C:12]([NH:15][C:16]4[S:17][C:18]5[CH:24]=[CH:23][CH:22]=[CH:21][C:19]=5[N:20]=4)=[CH:13][CH:14]=3)=[N:4][CH:5]=[CH:6][N:7]=2)[CH2:27]1. (4) Given the reactants [C:1]([O:5][C:6]([N:8]([C@H:10]([CH2:14][C:15]1[CH:24]=[CH:23][C:22]2[C:17](=[CH:18][CH:19]=[CH:20][CH:21]=2)[CH:16]=1)[C:11](O)=[O:12])[CH3:9])=[O:7])([CH3:4])([CH3:3])[CH3:2].ON1C2N=CC=CC=2N=N1.Cl.C(N=C=NCCCN(C)C)C.[CH3:47][N:48]([CH3:61])[C:49](=[O:60])[C@H:50]([NH:58][CH3:59])[CH2:51][C:52]1[CH:57]=[CH:56][CH:55]=[CH:54][CH:53]=1.C(N(C(C)C)CC)(C)C, predict the reaction product. The product is: [C:1]([O:5][C:6](=[O:7])[N:8]([C@@H:10]([C:11](=[O:12])[N:58]([C@@H:50]([C:49](=[O:60])[N:48]([CH3:47])[CH3:61])[CH2:51][C:52]1[CH:53]=[CH:54][CH:55]=[CH:56][CH:57]=1)[CH3:59])[CH2:14][C:15]1[CH:24]=[CH:23][C:22]2[C:17](=[CH:18][CH:19]=[CH:20][CH:21]=2)[CH:16]=1)[CH3:9])([CH3:2])([CH3:4])[CH3:3].